From a dataset of Full USPTO retrosynthesis dataset with 1.9M reactions from patents (1976-2016). Predict the reactants needed to synthesize the given product. (1) Given the product [O:9]=[C:5]1[N:4]([C@@H:10]([C:12]2[CH:17]=[CH:16][CH:15]=[CH:14][CH:13]=2)[CH3:11])[CH2:3][CH:2]([NH:1][C:30](=[O:31])[O:29][C:26]([CH3:28])([CH3:27])[CH3:25])[C:6]21[CH2:8][CH2:7]2, predict the reactants needed to synthesize it. The reactants are: [NH2:1][CH:2]1[C:6]2([CH2:8][CH2:7]2)[C:5](=[O:9])[N:4]([C@@H:10]([C:12]2[CH:17]=[CH:16][CH:15]=[CH:14][CH:13]=2)[CH3:11])[CH2:3]1.CCN(CC)CC.[CH3:25][C:26]([O:29][C:30](O[C:30]([O:29][C:26]([CH3:28])([CH3:27])[CH3:25])=[O:31])=[O:31])([CH3:28])[CH3:27]. (2) The reactants are: [CH3:1][O:2][C:3]([C:5]1[C:6]2[CH:7]=[CH:8][N:9]([CH:15]([CH3:17])[CH3:16])[C:10]=2[CH:11]=[C:12]([OH:14])[CH:13]=1)=[O:4].[CH3:18][N:19]([CH3:23])[CH2:20][CH2:21]O.C1C=CC(P(C2C=CC=CC=2)C2C=CC=CC=2)=CC=1.CCOC(/N=N/C(OCC)=O)=O. Given the product [CH3:1][O:2][C:3]([C:5]1[C:6]2[CH:7]=[CH:8][N:9]([CH:15]([CH3:17])[CH3:16])[C:10]=2[CH:11]=[C:12]([O:14][CH2:21][CH2:20][N:19]([CH3:23])[CH3:18])[CH:13]=1)=[O:4], predict the reactants needed to synthesize it. (3) Given the product [NH:4]([C:11]1[O:12][C:13]([C:16]([NH:18][C:19]2[CH:20]=[CH:21][C:22]([CH:25]3[CH2:26][CH2:27][CH:28]([CH2:31][C:32]([OH:34])=[O:33])[CH2:29][CH2:30]3)=[CH:23][CH:24]=2)=[O:17])=[CH:14][N:15]=1)[C:5]1[CH:10]=[CH:9][CH:8]=[CH:7][CH:6]=1, predict the reactants needed to synthesize it. The reactants are: O.[OH-].[Li+].[NH:4]([C:11]1[O:12][C:13]([C:16]([NH:18][C:19]2[CH:24]=[CH:23][C:22]([CH:25]3[CH2:30][CH2:29][CH:28]([CH2:31][C:32]([O:34]CC)=[O:33])[CH2:27][CH2:26]3)=[CH:21][CH:20]=2)=[O:17])=[CH:14][N:15]=1)[C:5]1[CH:10]=[CH:9][CH:8]=[CH:7][CH:6]=1.Cl.